This data is from Retrosynthesis with 50K atom-mapped reactions and 10 reaction types from USPTO. The task is: Predict the reactants needed to synthesize the given product. (1) The reactants are: CCI.O=Cc1ccc(F)c(O)c1O. Given the product CCOc1c(F)ccc(C=O)c1O, predict the reactants needed to synthesize it. (2) Given the product COC(=O)c1sc(-n2cnc3cnccc32)cc1OCc1ccc(C(F)(F)F)cc1, predict the reactants needed to synthesize it. The reactants are: COC(=O)c1sc(-n2cnc3cnccc32)cc1O.FC(F)(F)c1ccc(CBr)cc1. (3) Given the product CC(C)(C)C(=O)OCCOc1cccc(CN2CC[C@@H](Nc3cccc4cnccc34)C2)c1, predict the reactants needed to synthesize it. The reactants are: CC(C)(C)C(=O)OCCOc1cccc(C=O)c1.c1cc(N[C@@H]2CCNC2)c2ccncc2c1. (4) Given the product Cc1cc(C(=O)NCCF)ccc1Br, predict the reactants needed to synthesize it. The reactants are: Cc1cc(C(=O)O)ccc1Br.NCCF.